This data is from CYP2C9 inhibition data for predicting drug metabolism from PubChem BioAssay. The task is: Regression/Classification. Given a drug SMILES string, predict its absorption, distribution, metabolism, or excretion properties. Task type varies by dataset: regression for continuous measurements (e.g., permeability, clearance, half-life) or binary classification for categorical outcomes (e.g., BBB penetration, CYP inhibition). Dataset: cyp2c9_veith. (1) The compound is c1ccc(CCNCc2ccco2)nc1. The result is 0 (non-inhibitor). (2) The compound is Cc1cc(=O)[nH]c(/N=C(\N)Nc2ccc(Cl)cc2)n1. The result is 0 (non-inhibitor).